This data is from Forward reaction prediction with 1.9M reactions from USPTO patents (1976-2016). The task is: Predict the product of the given reaction. (1) Given the reactants [CH3:1][O:2][C:3]1[CH:8]=[CH:7][C:6]([N:9]2[CH:13]=[CH:12][CH:11]=[N:10]2)=[CH:5][CH:4]=1.C1C(=O)N([Cl:21])C(=O)C1, predict the reaction product. The product is: [Cl:21][C:12]1[CH:11]=[N:10][N:9]([C:6]2[CH:5]=[CH:4][C:3]([O:2][CH3:1])=[CH:8][CH:7]=2)[CH:13]=1. (2) Given the reactants [Cl:1][C:2]1[CH:7]=[CH:6][C:5]([N:8]2[C:13]3[CH:14]=[CH:15][CH:16]=[CH:17][C:12]=3[CH2:11][N:10]([CH2:18][CH2:19][CH2:20]Cl)[S:9]2(=[O:23])=[O:22])=[CH:4][CH:3]=1.[CH3:24][NH2:25].Cl, predict the reaction product. The product is: [ClH:1].[Cl:1][C:2]1[CH:3]=[CH:4][C:5]([N:8]2[C:13]3[CH:14]=[CH:15][CH:16]=[CH:17][C:12]=3[CH2:11][N:10]([CH2:18][CH2:19][CH2:20][NH:25][CH3:24])[S:9]2(=[O:23])=[O:22])=[CH:6][CH:7]=1. (3) Given the reactants [I:1][C:2]1[CH:3]=[N:4][NH:5][CH:6]=1.C([O-])([O-])=O.[Cs+].[Cs+].CN(C=O)C.[CH3:18][O:19][C:20](=[O:23])[CH2:21]Cl, predict the reaction product. The product is: [CH3:18][O:19][C:20](=[O:23])[CH2:21][N:4]1[CH:3]=[C:2]([I:1])[CH:6]=[N:5]1. (4) Given the reactants [OH:1][CH:2]([CH:15]([N:22]1[C:30]2[C:25](=[CH:26][CH:27]=[CH:28][CH:29]=2)[CH:24]=[CH:23]1)[C:16]1[CH:21]=[CH:20][CH:19]=[CH:18][CH:17]=1)COS(C1C=CC(C)=CC=1)(=O)=O.[CH3:31][N:32]1[CH2:37][CH2:36][NH:35][CH2:34][CH2:33]1.[C:38](=O)([O-])[O-].[K+].[K+], predict the reaction product. The product is: [N:22]1([CH:15]([C:16]2[CH:21]=[CH:20][CH:19]=[CH:18][CH:17]=2)[CH:2]([OH:1])[CH2:31][N:32]2[CH2:37][CH2:36][N:35]([CH3:38])[CH2:34][CH2:33]2)[C:30]2[C:25](=[CH:26][CH:27]=[CH:28][CH:29]=2)[CH:24]=[CH:23]1. (5) Given the reactants C([Li])CCC.[CH:6]1([O:11][C:12]2[C:13]([O:23][CH3:24])=[CH:14][CH:15]=[C:16]3[C:21]=2[O:20][CH2:19][CH2:18][CH:17]3[NH2:22])[CH2:10][CH2:9][CH2:8][CH2:7]1.[Cl:25][C:26]1[CH:27]=[N:28][CH:29]=[C:30]([Cl:33])[C:31]=1Cl, predict the reaction product. The product is: [Cl:25][C:26]1[CH:27]=[N:28][CH:29]=[C:30]([Cl:33])[C:31]=1[NH:22][CH:17]1[C:16]2[C:21](=[C:12]([O:11][CH:6]3[CH2:7][CH2:8][CH2:9][CH2:10]3)[C:13]([O:23][CH3:24])=[CH:14][CH:15]=2)[O:20][CH2:19][CH2:18]1. (6) Given the reactants Cl[C:2]1[S:3][C:4]([CH:7]=[O:8])=[CH:5][N:6]=1.C(=O)([O-])[O-].[K+].[K+].[NH:15]1[CH2:20][CH2:19][O:18][CH2:17][CH2:16]1.O, predict the reaction product. The product is: [O:18]1[CH2:19][CH2:20][N:15]([C:2]2[S:3][C:4]([CH:7]=[O:8])=[CH:5][N:6]=2)[CH2:16][CH2:17]1. (7) Given the reactants [F:1][CH:2]([F:27])[O:3][C:4]1[CH:9]=[CH:8][C:7]([C:10]2[O:11][CH:12]=[C:13]([CH2:15][NH:16][C:17](=[O:25])[C:18]3[C:23]([CH3:24])=[CH:22][CH:21]=[CH:20][N:19]=3)[N:14]=2)=[CH:6][C:5]=1[OH:26].Br[CH:29]([CH3:31])[CH3:30], predict the reaction product. The product is: [F:27][CH:2]([F:1])[O:3][C:4]1[CH:9]=[CH:8][C:7]([C:10]2[O:11][CH:12]=[C:13]([CH2:15][NH:16][C:17](=[O:25])[C:18]3[C:23]([CH3:24])=[CH:22][CH:21]=[CH:20][N:19]=3)[N:14]=2)=[CH:6][C:5]=1[O:26][CH:29]([CH3:31])[CH3:30]. (8) Given the reactants S(=O)(=O)(O)O.[F:6][C:7]1[CH:8]=[CH:9][CH:10]=[C:11]2[C:16]=1[N:15]=[CH:14][C:13]([O:17][C:18]1[C:19]([C:24]([CH3:28])([CH3:27])[C:25]#N)=[N:20][CH:21]=[CH:22][CH:23]=1)=[CH:12]2.C(=O)([O-])[OH:30].[Na+].[CH2:34]([OH:36])[CH3:35], predict the reaction product. The product is: [CH2:34]([O:36][C:25](=[O:30])[C:24]([C:19]1[C:18]([O:17][C:13]2[CH:14]=[N:15][C:16]3[C:11]([CH:12]=2)=[CH:10][CH:9]=[CH:8][C:7]=3[F:6])=[CH:23][CH:22]=[CH:21][N:20]=1)([CH3:27])[CH3:28])[CH3:35]. (9) Given the reactants [NH2:1][C:2]1[C:9]([CH3:10])=[CH:8][C:5]([C:6]#[N:7])=[C:4]([O:11][CH3:12])[CH:3]=1.C(OC(=O)C)(=O)C.C([O-])(=O)C.[K+].C1OCCOCCOCCOCCOCCOC1.[N:43](OCCCC)=O.C(=O)(O)[O-].[Na+].Cl.C(=O)([O-])[O-].[K+].[K+].Br[CH2:63][CH2:64][CH2:65][C:66]([O:68][CH2:69][CH3:70])=[O:67], predict the reaction product. The product is: [C:6]([C:5]1[CH:8]=[C:9]2[C:2](=[CH:3][C:4]=1[O:11][CH3:12])[N:1]([CH2:63][CH2:64][CH2:65][C:66]([O:68][CH2:69][CH3:70])=[O:67])[N:43]=[CH:10]2)#[N:7]. (10) The product is: [C:1]([C:5]1[CH:6]=[C:7]([CH:10]=[CH:11][C:12]=1[O:13][CH2:14][CH2:15][N:16]1[CH2:21][CH2:20][O:19][CH2:18][CH2:17]1)[CH:8]=[C:30]1[C:29]2[C:33](=[CH:34][C:26]([NH:25][C:22](=[O:24])[CH3:23])=[CH:27][CH:28]=2)[NH:32][C:31]1=[O:35])([CH3:4])([CH3:3])[CH3:2]. Given the reactants [C:1]([C:5]1[CH:6]=[C:7]([CH:10]=[CH:11][C:12]=1[O:13][CH2:14][CH2:15][N:16]1[CH2:21][CH2:20][O:19][CH2:18][CH2:17]1)[CH:8]=O)([CH3:4])([CH3:3])[CH3:2].[C:22]([NH:25][C:26]1[CH:34]=[C:33]2[C:29]([CH2:30][C:31](=[O:35])[NH:32]2)=[CH:28][CH:27]=1)(=[O:24])[CH3:23].N1CCCCC1.C(OCC)(=O)C, predict the reaction product.